From a dataset of Catalyst prediction with 721,799 reactions and 888 catalyst types from USPTO. Predict which catalyst facilitates the given reaction. (1) Reactant: [Cl-].O[NH3+:3].[C:4](=[O:7])([O-])[OH:5].[Na+].CS(C)=O.[CH2:13]([C:15]1[N:16]=[C:17]([CH3:47])[N:18]([C:37]2[CH:42]=[CH:41][C:40]([O:43][CH:44]([CH3:46])[CH3:45])=[CH:39][CH:38]=2)[C:19](=[O:36])[C:20]=1[CH2:21][C:22]1[CH:27]=[CH:26][C:25]([C:28]2[C:29]([C:34]#[N:35])=[CH:30][CH:31]=[CH:32][CH:33]=2)=[CH:24][CH:23]=1)[CH3:14]. Product: [CH2:13]([C:15]1[N:16]=[C:17]([CH3:47])[N:18]([C:37]2[CH:38]=[CH:39][C:40]([O:43][CH:44]([CH3:46])[CH3:45])=[CH:41][CH:42]=2)[C:19](=[O:36])[C:20]=1[CH2:21][C:22]1[CH:23]=[CH:24][C:25]([C:28]2[CH:33]=[CH:32][CH:31]=[CH:30][C:29]=2[C:34]2[NH:3][C:4](=[O:7])[O:5][N:35]=2)=[CH:26][CH:27]=1)[CH3:14]. The catalyst class is: 13. (2) Reactant: [Cl:1][C:2]1[CH:3]=[C:4]([CH:27]=[CH:28][CH:29]=1)[O:5][CH2:6][CH:7]([F:26])[CH2:8][CH2:9][CH:10]1[CH:17]2[CH:13]([O:14][C:15](=[O:18])[CH2:16]2)[CH2:12][CH:11]1[O:19][CH:20]1[CH2:25][CH2:24][CH2:23][CH2:22][O:21]1.[H-].C([Al+]CC(C)C)C(C)C. Product: [Cl:1][C:2]1[CH:3]=[C:4]([CH:27]=[CH:28][CH:29]=1)[O:5][CH2:6][CH:7]([F:26])[CH2:8][CH2:9][CH:10]1[CH:17]2[CH:13]([O:14][CH:15]([OH:18])[CH2:16]2)[CH2:12][CH:11]1[O:19][CH:20]1[CH2:25][CH2:24][CH2:23][CH2:22][O:21]1. The catalyst class is: 11. (3) Reactant: [Si:1]([O:18][C:19]1[C@@H:20]([CH2:43][OH:44])[O:21][C@@H:22]([C:24]2[N:32]3[C:27]([C:28]([NH:33][C@@H:34]4[C:42]5[C:37](=[CH:38][CH:39]=[CH:40][CH:41]=5)[CH2:36][CH2:35]4)=[N:29][CH:30]=[N:31]3)=[CH:26][CH:25]=2)[CH:23]=1)([C:14]([CH3:17])([CH3:16])[CH3:15])([C:8]1[CH:13]=[CH:12][CH:11]=[CH:10][CH:9]=1)[C:2]1[CH:7]=[CH:6][CH:5]=[CH:4][CH:3]=1. Product: [Si:1]([O:18][C@H:19]1[CH2:23][C@H:22]([C:24]2[N:32]3[C:27]([C:28]([NH:33][C@@H:34]4[C:42]5[C:37](=[CH:38][CH:39]=[CH:40][CH:41]=5)[CH2:36][CH2:35]4)=[N:29][CH:30]=[N:31]3)=[CH:26][CH:25]=2)[O:21][C@@H:20]1[CH2:43][OH:44])([C:14]([CH3:15])([CH3:16])[CH3:17])([C:2]1[CH:3]=[CH:4][CH:5]=[CH:6][CH:7]=1)[C:8]1[CH:13]=[CH:12][CH:11]=[CH:10][CH:9]=1. The catalyst class is: 2. (4) Reactant: [Cl:1][C:2]1[C:3]([C:53]([F:56])([F:55])[F:54])=[CH:4][C:5]2[N:9]=[C:8]([CH2:10][CH2:11][CH:12]3[CH2:15][CH:14]([N:16]([CH2:20][C@@H:21]4[C@H:25]5[O:26]C(C)(C)[O:28][C@H:24]5[C@H:23]([N:31]5[C:35]6[N:36]=[CH:37][N:38]=[C:39]([NH:40]CC7C=CC(OC)=CC=7OC)[C:34]=6[CH:33]=[CH:32]5)[CH2:22]4)[CH:17]([CH3:19])[CH3:18])[CH2:13]3)[NH:7][C:6]=2[CH:52]=1. Product: [NH2:40][C:39]1[C:34]2[CH:33]=[CH:32][N:31]([C@@H:23]3[CH2:22][C@H:21]([CH2:20][N:16]([CH:14]4[CH2:13][CH:12]([CH2:11][CH2:10][C:8]5[NH:7][C:6]6[CH:52]=[C:2]([Cl:1])[C:3]([C:53]([F:55])([F:54])[F:56])=[CH:4][C:5]=6[N:9]=5)[CH2:15]4)[CH:17]([CH3:19])[CH3:18])[C@@H:25]([OH:26])[C@H:24]3[OH:28])[C:35]=2[N:36]=[CH:37][N:38]=1. The catalyst class is: 574. (5) Reactant: [C:1]([C:3]1[CH:31]=[CH:30][C:6]2[NH:7][C:8]([CH2:10][C:11]3[C:19]([O:20][CH3:21])=[CH:18][C:17]([CH3:22])=[C:16]4[C:12]=3[CH:13]=[CH:14][N:15]4C(OC(C)(C)C)=O)=[N:9][C:5]=2[CH:4]=1)#[N:2].C([O-])([O-])=O.[Cs+].[Cs+]. Product: [CH3:21][O:20][C:19]1[C:11]([CH2:10][C:8]2[NH:7][C:6]3[CH:30]=[CH:31][C:3]([C:1]#[N:2])=[CH:4][C:5]=3[N:9]=2)=[C:12]2[C:16](=[C:17]([CH3:22])[CH:18]=1)[NH:15][CH:14]=[CH:13]2. The catalyst class is: 36. (6) Reactant: [CH2:1]([N:5]([C:20](=[O:28])[C:21]1[CH:26]=[CH:25][CH:24]=[CH:23][C:22]=1[Cl:27])[C:6]1[S:10][C:9]([C:11]2[CH:19]=[CH:18][C:14]([C:15](O)=[O:16])=[CH:13][CH:12]=2)=[N:8][N:7]=1)[CH2:2][CH2:3][CH3:4].C(Cl)CCl.C1C=CC2N(O)N=NC=2C=1.[NH2:43][CH2:44][CH2:45][C:46]([O:48]CC)=[O:47]. Product: [CH2:1]([N:5]([C:6]1[S:10][C:9]([C:11]2[CH:12]=[CH:13][C:14]([C:15]([NH:43][CH2:44][CH2:45][C:46]([OH:48])=[O:47])=[O:16])=[CH:18][CH:19]=2)=[N:8][N:7]=1)[C:20](=[O:28])[C:21]1[CH:26]=[CH:25][CH:24]=[CH:23][C:22]=1[Cl:27])[CH2:2][CH2:3][CH3:4]. The catalyst class is: 1. (7) Reactant: [F:1][C:2]1([F:30])[CH2:7][CH2:6][CH:5]([CH2:8][C:9]2[N:13]3[C:14]([CH3:27])=[CH:15][C:16]([C:18]([NH:20][CH:21]4[CH2:26][CH2:25][O:24][CH2:23][CH2:22]4)=[O:19])=[CH:17][C:12]3=[N:11][C:10]=2[CH2:28][OH:29])[CH2:4][CH2:3]1.CC(OI1(OC(C)=O)(OC(C)=O)OC(=O)C2C=CC=CC1=2)=O.C(=O)([O-])O.[Na+]. Product: [F:30][C:2]1([F:1])[CH2:7][CH2:6][CH:5]([CH2:8][C:9]2[N:13]3[C:14]([CH3:27])=[CH:15][C:16]([C:18]([NH:20][CH:21]4[CH2:26][CH2:25][O:24][CH2:23][CH2:22]4)=[O:19])=[CH:17][C:12]3=[N:11][C:10]=2[CH:28]=[O:29])[CH2:4][CH2:3]1. The catalyst class is: 4. (8) Reactant: [NH2:1][OH:2].[CH3:3][O:4][C:5]1[CH:6]=[C:7]([CH:10]=[CH:11][C:12]=1[O:13][CH2:14][CH2:15][N:16]1[CH2:20][CH2:19][NH:18][C:17]1=[O:21])[CH:8]=O. Product: [CH3:3][O:4][C:5]1[CH:6]=[C:7]([CH:10]=[CH:11][C:12]=1[O:13][CH2:14][CH2:15][N:16]1[CH2:20][CH2:19][NH:18][C:17]1=[O:21])[CH:8]=[N:1][OH:2]. The catalyst class is: 14.